From a dataset of Reaction yield outcomes from USPTO patents with 853,638 reactions. Predict the reaction yield, written as a fraction of the theoretical maximum amount of product (1.0 means a 100% yield; for example, 0.34 means a 34% yield). (1) The reactants are Br[C:2]1[CH:7]=[CH:6][C:5]([N:8]([C:16]2[CH:21]=[CH:20][CH:19]=[CH:18][C:17]=2[CH3:22])[C:9]2[CH:14]=[CH:13][CH:12]=[CH:11][C:10]=2[CH3:15])=[CH:4][CH:3]=1.[B:23]1([B:23]2[O:27][C:26]([CH3:29])([CH3:28])[C:25]([CH3:31])([CH3:30])[O:24]2)[O:27][C:26]([CH3:29])([CH3:28])[C:25]([CH3:31])([CH3:30])[O:24]1.CC([O-])=O.[K+].C1(P(C2C=CC=CC=2)C2C=CC=CC=2OC2C=CC=CC=2P(C2C=CC=CC=2)C2C=CC=CC=2)C=CC=CC=1. The catalyst is O1CCOCC1.CC([O-])=O.CC([O-])=O.[Pd+2]. The product is [CH3:22][C:17]1[CH:18]=[CH:19][CH:20]=[CH:21][C:16]=1[N:8]([C:5]1[CH:4]=[CH:3][C:2]([B:23]2[O:27][C:26]([CH3:29])([CH3:28])[C:25]([CH3:31])([CH3:30])[O:24]2)=[CH:7][CH:6]=1)[C:9]1[CH:14]=[CH:13][CH:12]=[CH:11][C:10]=1[CH3:15]. The yield is 0.270. (2) The reactants are [Cl:1][C:2]1[C:7]([N:8]2[CH2:13][CH2:12][CH:11]([C:14]3[CH:19]=[C:18]([F:20])[C:17]([F:21])=[CH:16][C:15]=3[O:22][CH:23]([F:25])[F:24])[CH2:10][CH2:9]2)=[CH:6][N:5]=[N:4][C:3]=1[NH:26][NH2:27].C(=O)([O-])[O-].[Na+].[Na+].[CH:34]1([CH2:37][C:38](Cl)=[O:39])[CH2:36][CH2:35]1. The catalyst is C(OCC)(=O)C.C1COCC1.C(=O)(O)[O-].[Na+]. The product is [Cl:1][C:2]1[C:7]([N:8]2[CH2:9][CH2:10][CH:11]([C:14]3[CH:19]=[C:18]([F:20])[C:17]([F:21])=[CH:16][C:15]=3[O:22][CH:23]([F:25])[F:24])[CH2:12][CH2:13]2)=[CH:6][N:5]=[N:4][C:3]=1[NH:26][NH:27][C:38](=[O:39])[CH2:37][CH:34]1[CH2:36][CH2:35]1. The yield is 0.182. (3) The reactants are Br[CH2:2][C:3]1[CH:12]=[C:11]([O:13][CH3:14])[CH:10]=[CH:9][C:4]=1[C:5]([O:7][CH3:8])=[O:6].[NH:15]1[CH2:20][CH2:19][O:18][CH2:17][CH2:16]1.O. The catalyst is C(Cl)Cl. The product is [CH3:14][O:13][C:11]1[CH:10]=[CH:9][C:4]([C:5]([O:7][CH3:8])=[O:6])=[C:3]([CH2:2][N:15]2[CH2:20][CH2:19][O:18][CH2:17][CH2:16]2)[CH:12]=1. The yield is 0.500. (4) The reactants are [Cl:1][C:2]1[CH:3]=[CH:4][C:5]([C:8](OC)=[O:9])=[N:6][CH:7]=1.[BH4-].[Na+]. The catalyst is CO. The product is [Cl:1][C:2]1[CH:3]=[CH:4][C:5]([CH2:8][OH:9])=[N:6][CH:7]=1. The yield is 0.990. (5) The reactants are [CH2:1]([O:3][C:4]([C:6]1[N:7]=[C:8]([C:20]2[CH:25]=[CH:24][C:23]([Cl:26])=[CH:22][CH:21]=2)[N:9]([C:13]2[CH:18]=[CH:17][CH:16]=[CH:15][C:14]=2[F:19])[C:10]=1[CH:11]=O)=[O:5])[CH3:2].[CH:27]1([NH2:32])[CH2:31][CH2:30][CH2:29][CH2:28]1.[BH-](OC(C)=O)(OC(C)=O)OC(C)=O.[Na+]. The catalyst is ClC(Cl)C. The product is [CH2:1]([O:3][C:4]([C:6]1[N:7]=[C:8]([C:20]2[CH:25]=[CH:24][C:23]([Cl:26])=[CH:22][CH:21]=2)[N:9]([C:13]2[CH:18]=[CH:17][CH:16]=[CH:15][C:14]=2[F:19])[C:10]=1[CH2:11][NH:32][CH:27]1[CH2:31][CH2:30][CH2:29][CH2:28]1)=[O:5])[CH3:2]. The yield is 0.570. (6) The reactants are [CH3:1][C@@H:2]1[CH2:7][CH2:6][CH2:5][CH2:4][C@@H:3]1[NH:8][C:9]1[C:10]2[N:11]([CH:17]=[CH:18][CH:19]=2)[N:12]=[CH:13][C:14]=1[C:15]#[N:16].[NH4+].[OH-:21].OO. The catalyst is CCO. The product is [CH3:1][C@@H:2]1[CH2:7][CH2:6][CH2:5][CH2:4][C@@H:3]1[NH:8][C:9]1[C:10]2[N:11]([CH:17]=[CH:18][CH:19]=2)[N:12]=[CH:13][C:14]=1[C:15]([NH2:16])=[O:21]. The yield is 0.450. (7) The reactants are [Cl:1][C:2]1[CH:7]=[C:6]([Cl:8])[CH:5]=[CH:4][C:3]=1B(O)O.I[C:13]1[CH:14]=[C:15]([CH:17]=[CH:18][CH:19]=1)[NH2:16].C(=O)([O-])[O-].[Na+].[Na+].C1(C)C=CC=CC=1. The catalyst is [Pd].C1(P(C2C=CC=CC=2)C2C=CC=CC=2)C=CC=CC=1.C1(P(C2C=CC=CC=2)C2C=CC=CC=2)C=CC=CC=1.C1(P(C2C=CC=CC=2)C2C=CC=CC=2)C=CC=CC=1.C1(P(C2C=CC=CC=2)C2C=CC=CC=2)C=CC=CC=1.O.C(O)C. The product is [Cl:1][C:2]1[CH:7]=[C:6]([Cl:8])[CH:5]=[CH:4][C:3]=1[C:13]1[CH:14]=[C:15]([CH:17]=[CH:18][CH:19]=1)[NH2:16]. The yield is 0.360.